Dataset: Full USPTO retrosynthesis dataset with 1.9M reactions from patents (1976-2016). Task: Predict the reactants needed to synthesize the given product. (1) The reactants are: [CH3:1][C:2]1[C:10]2[C:5](=[CH:6][N:7]=[CH:8][CH:9]=2)[S:4][C:3]=1[CH:11]=[O:12].[CH:13]1([Mg]Br)[CH2:18][CH2:17][CH2:16][CH2:15][CH2:14]1.[Cl-].[NH4+].C[N+]1([O-])CCOCC1. Given the product [CH:13]1([C:11]([C:3]2[S:4][C:5]3=[CH:6][N:7]=[CH:8][CH:9]=[C:10]3[C:2]=2[CH3:1])=[O:12])[CH2:18][CH2:17][CH2:16][CH2:15][CH2:14]1, predict the reactants needed to synthesize it. (2) Given the product [Cl:15][C:14]1[CH:13]=[C:12]([Cl:16])[CH:11]=[C:10]([Cl:17])[C:9]=1[C:4]1[C:3]([OH:2])=[CH:8][CH:7]=[CH:6][CH:5]=1, predict the reactants needed to synthesize it. The reactants are: C[O:2][C:3]1[C:4]([C:9]2[C:14]([Cl:15])=[CH:13][C:12]([Cl:16])=[CH:11][C:10]=2[Cl:17])=[CH:5][CH:6]=[CH:7][CH:8]=1.B(Br)(Br)Br. (3) Given the product [Br:1][C:16]1[NH:15][C:14]([C:17]([OH:19])=[O:18])=[CH:13][C:12]=1[CH2:11][CH2:10][C:5]1[CH:6]=[CH:7][CH:8]=[CH:9][C:4]=1[Br:3], predict the reactants needed to synthesize it. The reactants are: [Br:1]Br.[Br:3][C:4]1[CH:9]=[CH:8][CH:7]=[CH:6][C:5]=1[CH2:10][CH2:11][C:12]1[CH:13]=[C:14]([C:17]([OH:19])=[O:18])[NH:15][CH:16]=1.O. (4) Given the product [C:23]([C:22]1[CH:21]=[CH:20][C:19]([C@H:18]2[C@:12]3([N:11]([CH3:27])[C:10](=[O:28])[N:9]([C:4]4[CH:5]=[C:6]([Cl:8])[CH:7]=[C:2]([Cl:1])[CH:3]=4)[C:13]3=[O:14])[CH2:15][N:16]([S:30]([C:33]3[CH:34]=[C:35]([CH:39]=[CH:40][CH:41]=3)[C:36]([OH:38])=[O:37])(=[O:32])=[O:31])[CH2:17]2)=[CH:26][CH:25]=1)#[N:24], predict the reactants needed to synthesize it. The reactants are: [Cl:1][C:2]1[CH:3]=[C:4]([N:9]2[C:13](=[O:14])[C@@:12]3([C@H:18]([C:19]4[CH:26]=[CH:25][C:22]([C:23]#[N:24])=[CH:21][CH:20]=4)[CH2:17][NH:16][CH2:15]3)[N:11]([CH3:27])[C:10]2=[O:28])[CH:5]=[C:6]([Cl:8])[CH:7]=1.Cl[S:30]([C:33]1[CH:34]=[C:35]([CH:39]=[CH:40][CH:41]=1)[C:36]([OH:38])=[O:37])(=[O:32])=[O:31].C(=O)(O)[O-].[Na+].